Dataset: Full USPTO retrosynthesis dataset with 1.9M reactions from patents (1976-2016). Task: Predict the reactants needed to synthesize the given product. (1) The reactants are: Cl[C:2]1[N:12]=[CH:11][CH:10]=[CH:9][C:3]=1[C:4]([O:6][CH2:7][CH3:8])=[O:5].C([Sn](CCCC)(CCCC)[C:18]1[O:19][C:20]2[CH:26]=[CH:25][CH:24]=[CH:23][C:21]=2[N:22]=1)CCC.O.CCOC(C)=O. Given the product [O:19]1[C:20]2[CH:26]=[CH:25][CH:24]=[CH:23][C:21]=2[N:22]=[C:18]1[C:2]1[N:12]=[CH:11][CH:10]=[CH:9][C:3]=1[C:4]([O:6][CH2:7][CH3:8])=[O:5], predict the reactants needed to synthesize it. (2) Given the product [CH3:24][C@@H:21]1[C@@H:17]([C:18]([OH:20])=[O:19])[C@@H:16]([C@H:15]([CH:14]=[O:13])[CH3:25])[CH2:23][CH2:22]1, predict the reactants needed to synthesize it. The reactants are: CC1C2C(OC=C(C)C2CC1)=O.[OH:13][C@H:14]1[O:19][C:18](=[O:20])[C@@H:17]2[C@@H:21]([CH3:24])[CH2:22][CH2:23][C@@H:16]2[C@H:15]1[CH3:25]. (3) Given the product [C:20]([O:19][C:17](=[O:18])[CH2:16][O:12][CH2:11][CH2:10][CH2:9][CH2:8][O:7][CH:2]1[CH2:3][CH2:4][CH2:5][CH2:6][O:1]1)([CH3:23])([CH3:22])[CH3:21], predict the reactants needed to synthesize it. The reactants are: [O:1]1[CH2:6][CH2:5][CH2:4][CH2:3][CH:2]1[O:7][CH2:8][CH2:9][CH2:10][CH2:11][OH:12].[OH-].[K+].Br[CH2:16][C:17]([O:19][C:20]([CH3:23])([CH3:22])[CH3:21])=[O:18].